From a dataset of Reaction yield outcomes from USPTO patents with 853,638 reactions. Predict the reaction yield, written as a fraction of the theoretical maximum amount of product (1.0 means a 100% yield; for example, 0.34 means a 34% yield). (1) The reactants are Cl[C:2]1[C:7]([F:8])=[C:6](Cl)[N:5]=[C:4]([CH3:10])[N:3]=1.C(N(CC)CC)C.[CH3:18][NH:19][CH2:20][C:21]1[CH:26]=[CH:25][N:24]=[CH:23][CH:22]=1.O.[NH2:28][NH2:29]. The catalyst is CS(C)=O. The product is [F:8][C:7]1[C:2]([N:19]([CH3:18])[CH2:20][C:21]2[CH:26]=[CH:25][N:24]=[CH:23][CH:22]=2)=[N:3][C:4]([CH3:10])=[N:5][C:6]=1[NH:28][NH2:29]. The yield is 0.490. (2) The reactants are [CH2:1]([O:3][C:4](=[O:9])[CH:5]([NH2:8])[C:6]#[N:7])[CH3:2].N1C=CC=CC=1.[C:16](O[C:16](=[O:20])[CH:17]([CH3:19])[CH3:18])(=[O:20])[CH:17]([CH3:19])[CH3:18].II. The catalyst is C(Cl)Cl.CCCCCCC.CCOC(C)=O. The product is [CH2:1]([O:3][C:4](=[O:9])[CH:5]([C:6]#[N:7])[NH:8][C:16](=[O:20])[CH:17]([CH3:19])[CH3:18])[CH3:2]. The yield is 0.490. (3) The reactants are C([S:8][C:9]1[CH:10]=[C:11]2[C:16](=[CH:17][CH:18]=1)[C:15]([Cl:19])=[N:14][N:13]=[CH:12]2)C1C=CC=CC=1.ClN1C(C)(C)C(=[O:28])N(Cl)C1=O.[F:31][C:32]1[C:37]([F:38])=[C:36]([F:39])[C:35]([F:40])=[C:34]([F:41])[C:33]=1[OH:42].C(N(CC)CC)C.[OH2:50]. The catalyst is CCOC(C)=O.C(O)(=O)C.C(#N)C. The product is [Cl:19][C:15]1[C:16]2[C:11](=[CH:10][C:9]([S:8]([O:42][C:33]3[C:32]([F:31])=[C:37]([F:38])[C:36]([F:39])=[C:35]([F:40])[C:34]=3[F:41])(=[O:28])=[O:50])=[CH:18][CH:17]=2)[CH:12]=[N:13][N:14]=1. The yield is 0.677. (4) The reactants are [CH3:1][O:2][C:3]([C:5]1[CH:14]=[CH:13][C:12]2[C:11](=[O:15])[CH2:10][CH2:9][CH2:8][C:7]=2[CH:6]=1)=[O:4].[O:16]1[CH:20]=[CH:19][C:18]([CH:21]=O)=[CH:17]1. No catalyst specified. The product is [O:16]1[CH:20]=[CH:19][C:18]([CH:21]=[C:10]2[CH2:9][CH2:8][C:7]3[CH:6]=[C:5]([C:3]([O:2][CH3:1])=[O:4])[CH:14]=[CH:13][C:12]=3[C:11]2=[O:15])=[CH:17]1. The yield is 0.800. (5) The reactants are [C:1]([C:5]1[CH:6]=[C:7]([CH:15]2[CH2:19][C:18]([C:20]3[CH:25]=[CH:24][C:23]([C:26]([O:28][CH3:29])=[O:27])=[CH:22][CH:21]=3)=[N:17][N:16]2[C:30]2[CH:38]=[CH:37][C:33]([C:34]([OH:36])=[O:35])=[CH:32][CH:31]=2)[CH:8]=[C:9]([O:11][CH:12]([CH3:14])[CH3:13])[CH:10]=1)([CH3:4])([CH3:3])[CH3:2].C(C1C(=O)C(Cl)=C(Cl)C(=O)C=1C#N)#N. The catalyst is C1(C)C=CC=CC=1. The product is [C:1]([C:5]1[CH:6]=[C:7]([C:15]2[N:16]([C:30]3[CH:38]=[CH:37][C:33]([C:34]([OH:36])=[O:35])=[CH:32][CH:31]=3)[N:17]=[C:18]([C:20]3[CH:25]=[CH:24][C:23]([C:26]([O:28][CH3:29])=[O:27])=[CH:22][CH:21]=3)[CH:19]=2)[CH:8]=[C:9]([O:11][CH:12]([CH3:14])[CH3:13])[CH:10]=1)([CH3:3])([CH3:4])[CH3:2]. The yield is 0.940. (6) The catalyst is O. The product is [Cl:1][C:2]1[CH:3]=[CH:4][C:5]([OH:11])=[C:6]([CH:10]=1)[C:7]([NH:12][C:13]1[S:14][CH:15]=[C:16]([C:18]2[CH:19]=[C:20]([C:28]([F:29])([F:30])[F:31])[CH:21]=[C:22]([C:24]([F:27])([F:25])[F:26])[CH:23]=2)[N:17]=1)=[O:9]. The yield is 0.235. The reactants are [Cl:1][C:2]1[CH:10]=[C:6]([C:7]([OH:9])=O)[C:5]([OH:11])=[CH:4][CH:3]=1.[NH2:12][C:13]1[S:14][CH:15]=[C:16]([C:18]2[CH:23]=[C:22]([C:24]([F:27])([F:26])[F:25])[CH:21]=[C:20]([C:28]([F:31])([F:30])[F:29])[CH:19]=2)[N:17]=1.P(Cl)(Cl)Cl.ClC1C=CC=CC=1.